Dataset: Reaction yield outcomes from USPTO patents with 853,638 reactions. Task: Predict the reaction yield, written as a fraction of the theoretical maximum amount of product (1.0 means a 100% yield; for example, 0.34 means a 34% yield). (1) The reactants are [CH3:1][CH2:2][C@@:3]1([OH:27])[C:8](=[O:9])[O:7][CH2:6][C:5]2[C:10]([N:12]3[C:16](=[CH:17][C:4]1=2)[C:15]1[N:18]=[C:19]2[C:24](=[CH:25][C:14]=1[CH2:13]3)[C:23]([Br:26])=[CH:22][CH:21]=[CH:20]2)=[O:11].[C:28](N1C=CN=C1)([N:30]1[CH:34]=[CH:33][N:32]=[CH:31]1)=[O:29]. The catalyst is C1COCC1.C(Cl)Cl. The product is [N:30]1([C:28]([O:27][C@@:3]2([CH2:2][CH3:1])[C:4]3[CH:17]=[C:16]4[N:12]([CH2:13][C:14]5[C:15]4=[N:18][C:19]4[CH:20]=[CH:21][CH:22]=[C:23]([Br:26])[C:24]=4[CH:25]=5)[C:10](=[O:11])[C:5]=3[CH2:6][O:7][C:8]2=[O:9])=[O:29])[CH:34]=[CH:33][N:32]=[CH:31]1. The yield is 0.690. (2) The reactants are [Br:1][C:2]1[CH:3]=[C:4]2[C:8](=[CH:9][CH:10]=1)[NH:7][C:6](=[O:11])[C:5]2=O.[F:13][C:14]([F:23])([F:22])[C:15]1[CH:16]=[C:17]([CH:19]=[CH:20][CH:21]=1)[NH2:18].C(O)(=O)C. The catalyst is CO. The product is [Br:1][C:2]1[CH:3]=[C:4]2[C:8](=[CH:9][CH:10]=1)[NH:7][C:6](=[O:11])/[C:5]/2=[N:18]\[C:17]1[CH:19]=[CH:20][CH:21]=[C:15]([C:14]([F:13])([F:22])[F:23])[CH:16]=1. The yield is 0.400.